From a dataset of Forward reaction prediction with 1.9M reactions from USPTO patents (1976-2016). Predict the product of the given reaction. (1) Given the reactants Br[C:2]1[CH:7]=[C:6]([C:8]2[N:12]3[CH:13]=[CH:14][CH:15]=[CH:16][C:11]3=[N:10][C:9]=2[C:17]2[CH:22]=[CH:21][CH:20]=[C:19]([CH3:23])[N:18]=2)[CH:5]=[CH:4][N:3]=1.CC1(C)C(C)(C)OB([C:32]2[CH:40]=[CH:39][C:35]([C:36]([OH:38])=[O:37])=[CH:34][CH:33]=2)O1, predict the reaction product. The product is: [C:36]([C:35]1[CH:39]=[CH:40][C:32]([C:2]2[CH:7]=[C:6]([C:8]3[N:12]4[CH:13]=[CH:14][CH:15]=[CH:16][C:11]4=[N:10][C:9]=3[C:17]3[CH:22]=[CH:21][CH:20]=[C:19]([CH3:23])[N:18]=3)[CH:5]=[CH:4][N:3]=2)=[CH:33][CH:34]=1)([OH:38])=[O:37]. (2) The product is: [CH3:1][N:2]([CH3:34])[CH:3]([CH2:32][CH3:33])[CH:4]([C:10]1[CH:31]=[CH:30][C:13]2[N:14]=[C:15]([NH:17][C:18]([C:20]3[CH:29]=[CH:28][C:23]([C:24]([OH:26])=[O:25])=[CH:22][CH:21]=3)=[O:19])[S:16][C:12]=2[CH:11]=1)[N:5]1[CH:9]=[CH:8][N:7]=[CH:6]1. Given the reactants [CH3:1][N:2]([CH3:34])[CH:3]([CH2:32][CH3:33])[CH:4]([C:10]1[CH:31]=[CH:30][C:13]2[N:14]=[C:15]([NH:17][C:18]([C:20]3[CH:29]=[CH:28][C:23]([C:24]([O:26]C)=[O:25])=[CH:22][CH:21]=3)=[O:19])[S:16][C:12]=2[CH:11]=1)[N:5]1[CH:9]=[CH:8][N:7]=[CH:6]1.[OH-].[Li+], predict the reaction product.